Dataset: Peptide-MHC class I binding affinity with 185,985 pairs from IEDB/IMGT. Task: Regression. Given a peptide amino acid sequence and an MHC pseudo amino acid sequence, predict their binding affinity value. This is MHC class I binding data. (1) The binding affinity (normalized) is 0.0847. The peptide sequence is NPKLRNCRI. The MHC is HLA-A30:01 with pseudo-sequence HLA-A30:01. (2) The peptide sequence is LTIEAIENYF. The MHC is Mamu-B01 with pseudo-sequence Mamu-B01. The binding affinity (normalized) is 0.364. (3) The peptide sequence is EVEDYGFGM. The MHC is HLA-A26:01 with pseudo-sequence HLA-A26:01. The binding affinity (normalized) is 0.236. (4) The peptide sequence is NPLSNPFYM. The MHC is HLA-B07:02 with pseudo-sequence HLA-B07:02. The binding affinity (normalized) is 0. (5) The peptide sequence is GITRPTTVV. The MHC is HLA-A68:02 with pseudo-sequence HLA-A68:02. The binding affinity (normalized) is 0.255.